From a dataset of Full USPTO retrosynthesis dataset with 1.9M reactions from patents (1976-2016). Predict the reactants needed to synthesize the given product. Given the product [O:5]1[C:6]2=[CH:12][CH:11]=[CH:10][C:9]2=[CH:7][CH:8]=[C:4]1[CH:1]1[C:2]2[C:16](=[CH:17][CH:18]=[C:13]([CH3:21])[CH:14]=2)[CH2:15][CH2:19][N:20]1[CH3:23].[ClH:22].[O:5]1[C:6]2=[CH:12][CH:11]=[CH:10][C:9]2=[CH:7][CH:8]=[C:4]1[CH:1]1[C:2]2[C:16](=[CH:17][CH:18]=[C:13]([CH3:21])[CH:14]=2)[CH2:15][CH2:19][N:20]1[CH3:23], predict the reactants needed to synthesize it. The reactants are: [C:1]([C:4]1[O:5][C:6]2[CH:12]=[CH:11][CH:10]=[CH:9][C:7]=2[CH:8]=1)(=O)[CH3:2].[C:13]1([CH3:21])[CH:18]=[CH:17][CH:16]=[C:15]([CH2:19][NH2:20])[CH:14]=1.[ClH:22].[CH2:23](OCC)C.